Dataset: Forward reaction prediction with 1.9M reactions from USPTO patents (1976-2016). Task: Predict the product of the given reaction. (1) The product is: [OH:25][CH:1]([C:3]1[N:4]=[CH:5][S:6][C:7]=1[CH2:8][S:9][C:10]1[N:15]=[C:14]([OH:16])[CH:13]=[C:12]([C:17]([F:20])([F:19])[F:18])[N:11]=1)[CH3:2]. Given the reactants [CH:1]([C:3]1[N:4]=[CH:5][S:6][C:7]=1[CH2:8][S:9][C:10]1[N:15]=[C:14]([OH:16])[CH:13]=[C:12]([C:17]([F:20])([F:19])[F:18])[N:11]=1)=[CH2:2].B.C1C[O:25]CC1.OO.[OH-].[Na+], predict the reaction product. (2) Given the reactants [Cl:1][C:2]1[N:7]=[C:6](Cl)[CH:5]=[C:4]([C:9]2[CH:14]=[CH:13][CH:12]=[CH:11][CH:10]=2)[N:3]=1.C1(C)C=CC(S(O)(=O)=O)=CC=1.[CH:26]1([C:29]([NH2:32])([CH3:31])[CH3:30])[CH2:28][CH2:27]1.C([O-])([O-])=O.[K+].[K+], predict the reaction product. The product is: [Cl:1][C:2]1[N:7]=[C:6]([NH:32][C:29]([CH:26]2[CH2:28][CH2:27]2)([CH3:31])[CH3:30])[CH:5]=[C:4]([C:9]2[CH:14]=[CH:13][CH:12]=[CH:11][CH:10]=2)[N:3]=1. (3) Given the reactants CONC(C1C=CC([C:12]2[Se:16][C:15]([C:17]3[CH:27]=[CH:26][C:20]([C:21](NOC)=[NH:22])=[CH:19][N:18]=3)=[CH:14][CH:13]=2)=CC=1)=N, predict the reaction product. The product is: [Se:16]1[CH:12]=[CH:13][CH:14]=[C:15]1[C:17]1[CH:27]=[CH:26][C:20]([C:21]#[N:22])=[CH:19][N:18]=1. (4) Given the reactants [CH2:1]([O:3][C:4]([C:6]1[S:7][C:8]2[CH:16]=[C:15]([Br:17])[CH:14]=[CH:13][C:9]=2[NH:10][C:11]=1O)=[O:5])[CH3:2], predict the reaction product. The product is: [CH2:1]([O:3][C:4](=[O:5])[CH2:6][C:11]1[S:7][C:8]2[CH:16]=[C:15]([Br:17])[CH:14]=[CH:13][C:9]=2[N:10]=1)[CH3:2]. (5) Given the reactants Cl.[CH:2]1([CH2:8][C@H:9]([C:11]([OH:13])=[O:12])[NH2:10])[CH2:7][CH2:6][CH2:5][CH2:4][CH2:3]1.Cl.C(=O)([O-])[O-].[K+].[K+].[CH2:21](O)[CH3:22], predict the reaction product. The product is: [NH2:10][C@H:9]([CH2:8][CH:2]1[CH2:7][CH2:6][CH2:5][CH2:4][CH2:3]1)[C:11]([O:13][CH2:21][CH3:22])=[O:12]. (6) Given the reactants C(O[C:6]([N:8](C(OC(C)(C)C)=O)[C:9](=[O:41])[C:10]1[CH:15]=[C:14]([N:16]2[CH2:20][CH2:19][CH2:18][S:17]2(=[O:22])=[O:21])[CH:13]=[CH:12][C:11]=1[C:23]([N:25]1[CH2:30][CH2:29][N:28]([C:31]2[C:36]([CH3:37])=[CH:35][C:34]([CH:38]3[CH2:40][CH2:39]3)=[CH:33][N:32]=2)[CH2:27][CH2:26]1)=[O:24])=O)(C)(C)C.N1C[CH2:52][CH2:51][CH2:50]1, predict the reaction product. The product is: [CH:38]1([C:34]2[CH:35]=[C:36]([CH3:37])[C:31]([N:28]3[CH2:27][CH2:26][N:25]([C:23]([C:11]4[CH:12]=[CH:13][C:14]([N:16]5[CH2:20][CH2:19][CH2:18][S:17]5(=[O:22])=[O:21])=[CH:15][C:10]=4[C:9]([N:8]4[CH2:52][CH2:51][CH2:50][CH2:6]4)=[O:41])=[O:24])[CH2:30][CH2:29]3)=[N:32][CH:33]=2)[CH2:40][CH2:39]1. (7) Given the reactants [NH2:1][C:2]1[CH:7]=[CH:6][C:5]([C@@H:8]([NH:12][C:13]([O:15][C:16]([CH3:19])([CH3:18])[CH3:17])=[O:14])[C:9]([OH:11])=[O:10])=[CH:4][CH:3]=1.N1C=CC=CC=1.[C:26](OC(=O)C)(=[O:28])[CH3:27], predict the reaction product. The product is: [C:26]([NH:1][C:2]1[CH:7]=[CH:6][C:5]([C@@H:8]([NH:12][C:13]([O:15][C:16]([CH3:19])([CH3:18])[CH3:17])=[O:14])[C:9]([OH:11])=[O:10])=[CH:4][CH:3]=1)(=[O:28])[CH3:27]. (8) Given the reactants FC(F)(F)C1C=C(S(O[CH2:13][C@@H:14]([NH:16][S:17]([C:20]2[CH:25]=[CH:24][CH:23]=[C:22]([C:26]([F:29])([F:28])[F:27])[CH:21]=2)(=[O:19])=[O:18])[CH3:15])(=O)=O)C=CC=1.CC([O-])(C)C.[K+], predict the reaction product. The product is: [CH3:13][CH:14]1[CH2:15][N@@:16]1[S:17]([C:20]1[CH:25]=[CH:24][CH:23]=[C:22]([C:26]([F:29])([F:28])[F:27])[CH:21]=1)(=[O:19])=[O:18]. (9) Given the reactants Br[C:2]1[CH:3]=[C:4]([C:8]2([C:18]3[CH:23]=[C:22]([CH3:24])[C:21]([O:25][CH:26]([F:28])[F:27])=[C:20]([CH:29]4[CH2:31][CH2:30]4)[CH:19]=3)[C:16]3[C:11](=[N:12][CH:13]=[CH:14][CH:15]=3)[C:10]([NH2:17])=[N:9]2)[CH:5]=[CH:6][CH:7]=1.[CH3:32][N:33](C=O)C, predict the reaction product. The product is: [NH2:17][C:10]1[C:11]2=[N:12][CH:13]=[CH:14][CH:15]=[C:16]2[C:8]([C:4]2[CH:3]=[C:2]([CH:7]=[CH:6][CH:5]=2)[C:32]#[N:33])([C:18]2[CH:23]=[C:22]([CH3:24])[C:21]([O:25][CH:26]([F:27])[F:28])=[C:20]([CH:29]3[CH2:30][CH2:31]3)[CH:19]=2)[N:9]=1. (10) Given the reactants C[O:2][C:3](=[O:23])[CH2:4][C:5]1[CH:10]=[CH:9][CH:8]=[C:7]([O:11][CH2:12][C@@H:13]2[CH2:17][O:16][C:15]([CH3:19])([CH3:18])[O:14]2)[C:6]=1[N+:20]([O-:22])=[O:21].[OH-].[Li+], predict the reaction product. The product is: [CH3:18][C:15]1([CH3:19])[O:14][C@H:13]([CH2:12][O:11][C:7]2[C:6]([N+:20]([O-:22])=[O:21])=[C:5]([CH2:4][C:3]([OH:23])=[O:2])[CH:10]=[CH:9][CH:8]=2)[CH2:17][O:16]1.